Predict the product of the given reaction. From a dataset of Forward reaction prediction with 1.9M reactions from USPTO patents (1976-2016). Given the reactants [CH3:1][N:2]([CH3:29])[CH:3]1[CH2:7][CH2:6][N:5]([C:8]2[N:13]=[CH:12][C:11]([N:14]3[CH:19]=[CH:18][C:17]([O:20]CC4C=CC=CC=4)=[CH:16][C:15]3=[O:28])=[CH:10][CH:9]=2)[CH2:4]1, predict the reaction product. The product is: [CH3:1][N:2]([CH3:29])[CH:3]1[CH2:7][CH2:6][N:5]([C:8]2[N:13]=[CH:12][C:11]([N:14]3[CH:19]=[CH:18][C:17]([OH:20])=[CH:16][C:15]3=[O:28])=[CH:10][CH:9]=2)[CH2:4]1.